Dataset: hERG potassium channel inhibition data for cardiac toxicity prediction from Karim et al.. Task: Regression/Classification. Given a drug SMILES string, predict its toxicity properties. Task type varies by dataset: regression for continuous values (e.g., LD50, hERG inhibition percentage) or binary classification for toxic/non-toxic outcomes (e.g., AMES mutagenicity, cardiotoxicity, hepatotoxicity). Dataset: herg_karim. (1) The molecule is NC(=O)c1cccc(-c2cc(Nc3ccc(OC(F)(F)F)cc3)ncn2)c1. The result is 0 (non-blocker). (2) The molecule is CN1C(=O)C=CC2(C)C3CCC4(C)C(O)C(=Cc5cncnc5)CC4C3CCC12. The result is 1 (blocker). (3) The molecule is CN1CC(c2c[nH]c3cc(-n4ccc(OCc5ccccc5)cc4=O)ccc23)C1. The result is 0 (non-blocker). (4) The drug is c1ccc(-c2[nH]c3ccccc3c2C2CCNCC2)cc1. The result is 1 (blocker).